From a dataset of Reaction yield outcomes from USPTO patents with 853,638 reactions. Predict the reaction yield, written as a fraction of the theoretical maximum amount of product (1.0 means a 100% yield; for example, 0.34 means a 34% yield). (1) The reactants are [CH3:1][N:2]1[CH2:7][CH2:6][CH:5]([N:8]([C:22]2[CH:27]=[CH:26][CH:25]=[CH:24][CH:23]=2)[C:9]2[CH:21]=[CH:20][C:12]([C:13]([N:15]([CH2:18][CH3:19])[CH2:16][CH3:17])=[O:14])=[CH:11][CH:10]=2)[CH:4]([CH3:28])[CH2:3]1.ClC(O[C:33]1C=CC=C[CH:34]=1)=O.[OH-].[Na+].C(C1C=C(OC)C=C(C(C)(C)C)C=1C1C=C(N(C2C=CC=CC=2)C2CCN(C)CC2C)C=CC=1C([O-])=O)(C)(C)C.C(Br)C=C.C([O-])([O-])=O.[K+].[K+]. The catalyst is ClCCCl.C(O)C.C(N(CC)CC)C.C(O)C.C(O)(C)C.O.CO. The product is [CH2:1]([N:2]1[CH2:7][CH2:6][CH:5]([N:8]([C:22]2[CH:23]=[CH:24][CH:25]=[CH:26][CH:27]=2)[C:9]2[CH:21]=[CH:20][C:12]([C:13]([N:15]([CH2:18][CH3:19])[CH2:16][CH3:17])=[O:14])=[CH:11][CH:10]=2)[CH:4]([CH3:28])[CH2:3]1)[CH:33]=[CH2:34]. The yield is 0.930. (2) The reactants are Br[C:2]1[S:3][CH:4]=[CH:5][C:6]=1[C:7]1([OH:19])[CH2:11][CH2:10][N:9]([C:12]([O:14][C:15]([CH3:18])([CH3:17])[CH3:16])=[O:13])[CH2:8]1.[OH:20][C:21]1[CH:26]=[CH:25][CH:24]=[CH:23][C:22]=1B(O)O.C([O-])([O-])=O.[Na+].[Na+]. The catalyst is O1CCOCC1.O.CC([O-])=O.CC([O-])=O.[Pd+2].C1C=CC(P(C2C=CC=CC=2)C2C=CC=CC=2)=CC=1. The product is [OH:19][C:7]1([C:6]2[CH:5]=[CH:4][S:3][C:2]=2[C:22]2[CH:23]=[CH:24][CH:25]=[CH:26][C:21]=2[OH:20])[CH2:11][CH2:10][N:9]([C:12]([O:14][C:15]([CH3:18])([CH3:17])[CH3:16])=[O:13])[CH2:8]1. The yield is 0.880. (3) The reactants are Cl[C:2]1[C:7]([CH:8]=[CH:9][C:10]([NH:12][CH2:13][C:14]2[CH:19]=[C:18]([F:20])[C:17]([NH:21][S:22]([CH3:25])(=[O:24])=[O:23])=[C:16]([C:26]#[CH:27])[CH:15]=2)=[O:11])=[CH:6][CH:5]=[C:4]([C:28]([F:31])([F:30])[F:29])[N:3]=1. The catalyst is C(N)CCC. The product is [CH2:2]([NH:3][C:2]1[C:7]([CH:8]=[CH:9][C:10]([NH:12][CH2:13][C:14]2[CH:19]=[C:18]([F:20])[C:17]([NH:21][S:22]([CH3:25])(=[O:23])=[O:24])=[C:16]([C:26]#[CH:27])[CH:15]=2)=[O:11])=[CH:6][CH:5]=[C:4]([C:28]([F:30])([F:31])[F:29])[N:3]=1)[CH2:7][CH2:6][CH3:5]. The yield is 0.120. (4) The reactants are C[O:2][C:3]([C:5]1[C:10]2[O:11][CH2:12][CH2:13][CH2:14][CH2:15][C:9]=2[CH:8]=[C:7]([C:16]2[CH:21]=[C:20]([C:22](=[O:25])[NH:23][CH3:24])[CH:19]=[C:18]([F:26])[CH:17]=2)[CH:6]=1)=[O:4].[OH-].[K+]. The catalyst is CO. The product is [F:26][C:18]1[CH:17]=[C:16]([C:7]2[CH:6]=[C:5]([C:3]([OH:4])=[O:2])[C:10]3[O:11][CH2:12][CH2:13][CH2:14][CH2:15][C:9]=3[CH:8]=2)[CH:21]=[C:20]([C:22](=[O:25])[NH:23][CH3:24])[CH:19]=1. The yield is 0.900. (5) The reactants are [Cl:1][C:2]1[CH:7]=[CH:6][CH:5]=[CH:4][C:3]=1[CH2:8][CH2:9][NH:10][C:11](=O)[CH2:12][CH2:13][S:14][CH2:15][C:16](O)=[O:17].B.CO.Cl. The catalyst is C1COCC1. The product is [Cl:1][C:2]1[CH:7]=[CH:6][CH:5]=[CH:4][C:3]=1[CH2:8][CH2:9][NH:10][CH2:11][CH2:12][CH2:13][S:14][CH2:15][CH2:16][OH:17]. The yield is 0.870. (6) The yield is 0.470. The product is [CH3:3][N:4]1[C:8]2=[N:9][CH:10]=[CH:11][CH:12]=[C:7]2[C:6]([CH:13]=[O:1])=[CH:5]1. No catalyst specified. The reactants are [OH-:1].[Na+].[CH3:3][N:4]1[C:8]2=[N:9][CH:10]=[CH:11][CH:12]=[C:7]2[CH:6]=[CH:5]1.[CH3:13]N1C2C(=CC=CC=2)C(C)=C1. (7) The reactants are Br[C:2]1[CH:7]=[CH:6][C:5]([Br:8])=[CH:4][CH:3]=1.[CH3:9][O:10][C:11]1[CH:12]=[C:13](B(O)O)[CH:14]=[CH:15][CH:16]=1. The catalyst is CCCCCC.C(OCC)(=O)C. The product is [Br:8][C:5]1[CH:6]=[CH:7][C:2]([C:15]2[CH:14]=[CH:13][CH:12]=[C:11]([O:10][CH3:9])[CH:16]=2)=[CH:3][CH:4]=1. The yield is 0.350. (8) The reactants are C(OC(=O)[NH:7][CH2:8][CH2:9][CH2:10][N:11]([CH:21]([C:24]1[N:25]([CH2:35][C:36]2[CH:41]=[CH:40][CH:39]=[CH:38][CH:37]=2)[C:26](=[O:34])[C:27]2[C:32]([CH3:33])=[N:31][S:30][C:28]=2[N:29]=1)[CH2:22][CH3:23])[C:12](=[O:20])[C:13]1[CH:18]=[CH:17][C:16]([CH3:19])=[CH:15][CH:14]=1)(C)(C)C.[ClH:43]. The catalyst is CCOCC. The yield is 0.870. The product is [Cl-:43].[NH2:7][CH2:8][CH2:9][CH2:10][N:11]([CH:21]([C:24]1[N:25]([CH2:35][C:36]2[CH:37]=[CH:38][CH:39]=[CH:40][CH:41]=2)[C:26](=[O:34])[C:27]2[C:32]([CH3:33])=[N:31][S:30][C:28]=2[N:29]=1)[CH2:22][CH3:23])[C:12](=[O:20])[C:13]1[CH:18]=[CH:17][C:16]([CH3:19])=[CH:15][CH:14]=1. (9) The reactants are [C:1]([NH:8][CH2:9][CH2:10]N)([O:3][C:4]([CH3:7])([CH3:6])[CH3:5])=[O:2].[CH:12](=O)[CH2:13][CH2:14][CH2:15][CH2:16][CH2:17][CH3:18].[C:20]([BH3-])#[N:21].[Na+]. The catalyst is CO. The product is [C:1]([NH:8][CH2:9][CH2:10][N:21]([CH2:20][CH2:12][CH2:13][CH2:14][CH2:15][CH2:16][CH3:17])[CH2:12][CH2:13][CH2:14][CH2:15][CH2:16][CH2:17][CH3:18])([O:3][C:4]([CH3:7])([CH3:6])[CH3:5])=[O:2]. The yield is 0.460. (10) The catalyst is CN(C=O)C. The product is [F:7][C:8]1[CH:13]=[C:12]([F:14])[CH:11]=[CH:10][C:9]=1[C:15]([OH:16])([C:18]([C:20]1[CH:21]=[CH:22][C:23]([I:26])=[CH:24][CH:25]=1)=[CH2:19])[CH2:17][N:1]1[CH:5]=[N:4][CH:3]=[N:2]1. The yield is 0.610. The reactants are [NH:1]1[CH:5]=[N:4][CH:3]=[N:2]1.[Na].[F:7][C:8]1[CH:13]=[C:12]([F:14])[CH:11]=[CH:10][C:9]=1[C:15]1([C:18]([C:20]2[CH:25]=[CH:24][C:23]([I:26])=[CH:22][CH:21]=2)=[CH2:19])[CH2:17][O:16]1.